Dataset: Forward reaction prediction with 1.9M reactions from USPTO patents (1976-2016). Task: Predict the product of the given reaction. (1) Given the reactants Cl[CH:2]1[C:7](=[O:8])[O:6][C:5]([CH2:14][CH2:15][NH:16][C:17](=[O:25])[CH2:18][CH2:19][C:20]2[O:21][CH:22]=[CH:23][CH:24]=2)([CH:9]2[CH2:13][CH2:12][CH2:11][CH2:10]2)[CH2:4][C:3]1=[O:26].ClC1C(=O)CC(C2CCCC2)(CCC#CC2C=CC=C(O)C=2)OC1=O.[CH3:52][C:53]1[CH:58]=[C:57]([CH3:59])[N:56]2[N:60]=[C:61]([SH:63])[N:62]=[C:55]2[N:54]=1, predict the reaction product. The product is: [CH:9]1([C:5]2([CH2:14][CH2:15][NH:16][C:17](=[O:25])[CH2:18][CH2:19][C:20]3[O:21][CH:22]=[CH:23][CH:24]=3)[CH2:4][C:3]([OH:26])=[C:2]([S:63][C:61]3[N:62]=[C:55]4[N:54]=[C:53]([CH3:52])[CH:58]=[C:57]([CH3:59])[N:56]4[N:60]=3)[C:7](=[O:8])[O:6]2)[CH2:13][CH2:12][CH2:11][CH2:10]1. (2) Given the reactants [Br:1]N1C(=O)CCC1=O.[CH3:9][O:10][C:11]1[CH:16]=[CH:15][C:14]([N:17]2[CH:21]=[CH:20][CH:19]=[N:18]2)=[CH:13][CH:12]=1, predict the reaction product. The product is: [Br:1][C:20]1[CH:19]=[N:18][N:17]([C:14]2[CH:13]=[CH:12][C:11]([O:10][CH3:9])=[CH:16][CH:15]=2)[CH:21]=1. (3) Given the reactants C(OC([NH:11][C@@H:12]([CH2:26][CH2:27][S:28][CH3:29])[C:13]([O:15][C:16]([CH2:19][N:20]1[CH2:25][CH2:24][O:23][CH2:22][CH2:21]1)([CH3:18])[CH3:17])=[O:14])=O)C1C=CC=CC=1, predict the reaction product. The product is: [NH2:11][C@@H:12]([CH2:26][CH2:27][S:28][CH3:29])[C:13]([O:15][C:16]([CH2:19][N:20]1[CH2:21][CH2:22][O:23][CH2:24][CH2:25]1)([CH3:18])[CH3:17])=[O:14].